The task is: Predict the product of the given reaction.. This data is from Forward reaction prediction with 1.9M reactions from USPTO patents (1976-2016). (1) Given the reactants [CH:1]([N:4]1[CH2:9][CH2:8][N:7]([C:10]([C:12]2[CH:13]=[C:14]3[C:18](=[CH:19][CH:20]=2)[NH:17][C:16]([C:21]([N:23]2[CH2:28][CH2:27][CH:26]([O:29][CH3:30])[CH2:25][CH2:24]2)=[O:22])=[CH:15]3)=[O:11])[CH2:6][CH2:5]1)([CH3:3])[CH3:2].[F:31][C:32]([F:43])([F:42])[C:33]1[CH:34]=[C:35](B(O)O)[CH:36]=[CH:37][CH:38]=1.N1C=CC=CC=1, predict the reaction product. The product is: [CH:1]([N:4]1[CH2:9][CH2:8][N:7]([C:10]([C:12]2[CH:13]=[C:14]3[C:18](=[CH:19][CH:20]=2)[N:17]([C:37]2[CH:36]=[CH:35][CH:34]=[C:33]([C:32]([F:43])([F:42])[F:31])[CH:38]=2)[C:16]([C:21]([N:23]2[CH2:28][CH2:27][CH:26]([O:29][CH3:30])[CH2:25][CH2:24]2)=[O:22])=[CH:15]3)=[O:11])[CH2:6][CH2:5]1)([CH3:3])[CH3:2]. (2) The product is: [NH:1]1[C:9]2[C:4](=[CH:5][CH:6]=[CH:7][CH:8]=2)[C:3]([CH:15]=[O:17])=[CH:2]1. Given the reactants [NH:1]1[C:9]2[C:4](=[CH:5][CH:6]=[CH:7][CH:8]=2)[CH:3]=[CH:2]1.O=P(Cl)(Cl)Cl.[CH2:15]([O:17]C(=O)C)C, predict the reaction product. (3) Given the reactants [Cr](Cl)([O-])(=O)=O.[NH+]1C=CC=CC=1.[CH3:12][O:13][C:14](=[O:38])[C:15]1[CH:20]=[C:19]([CH:21]([C:23]2[CH:28]=[CH:27][C:26]([Br:29])=[CH:25][N:24]=2)[OH:22])[CH:18]=[CH:17][C:16]=1[C:30](=[O:37])[C:31]1[CH:36]=[CH:35][CH:34]=[CH:33][CH:32]=1, predict the reaction product. The product is: [CH3:12][O:13][C:14](=[O:38])[C:15]1[CH:20]=[C:19]([C:21](=[O:22])[C:23]2[CH:28]=[CH:27][C:26]([Br:29])=[CH:25][N:24]=2)[CH:18]=[CH:17][C:16]=1[C:30](=[O:37])[C:31]1[CH:36]=[CH:35][CH:34]=[CH:33][CH:32]=1. (4) Given the reactants [NH2:1][C:2]1[CH:7]=[CH:6][C:5]([C:8]2[C:17]3[C:12](=[CH:13][CH:14]=[C:15]([Cl:18])[CH:16]=3)[N:11]=[C:10]([N:19]([CH2:22][CH3:23])[CH2:20][CH3:21])[CH:9]=2)=[CH:4][CH:3]=1, predict the reaction product. The product is: [NH2:1][C:2]1[CH:7]=[CH:6][C:5]([CH:8]2[C:17]3[C:12](=[CH:13][CH:14]=[C:15]([Cl:18])[CH:16]=3)[N:11]=[C:10]([N:19]([CH2:22][CH3:23])[CH2:20][CH3:21])[CH2:9]2)=[CH:4][CH:3]=1. (5) Given the reactants Cl.[Cl:2][C:3]1[CH:16]=[CH:15][CH:14]=[CH:13][C:4]=1[O:5][CH2:6][CH:7]1[O:12][CH2:11][CH2:10][NH:9][CH2:8]1.[F:17][C:18]1[CH:39]=[CH:38][C:21]([CH2:22][N:23]2[CH:27]=[C:26]([NH:28][C:29](=O)[O:30]C3C=CC=CC=3)[CH:25]=[N:24]2)=[CH:20][CH:19]=1, predict the reaction product. The product is: [Cl:2][C:3]1[CH:16]=[CH:15][CH:14]=[CH:13][C:4]=1[O:5][CH2:6][CH:7]1[O:12][CH2:11][CH2:10][N:9]([C:29]([NH:28][C:26]2[CH:25]=[N:24][N:23]([CH2:22][C:21]3[CH:38]=[CH:39][C:18]([F:17])=[CH:19][CH:20]=3)[CH:27]=2)=[O:30])[CH2:8]1. (6) Given the reactants C([O:3][C:4]([C:6]1[CH2:11][CH2:10][CH2:9][CH2:8][C:7]=1[NH:12][C:13]([C:15]1[CH:20]=[CH:19][CH:18]=[CH:17][C:16]=1[O:21][CH2:22][C:23]1[CH:28]=[CH:27][CH:26]=[CH:25][CH:24]=1)=O)=[O:5])C.[OH-].[K+].O.C(Cl)CCl.C1C=CC2N(O)N=NC=2C=1.C(N(CC)CC)C, predict the reaction product. The product is: [CH2:22]([O:21][C:16]1[CH:17]=[CH:18][CH:19]=[CH:20][C:15]=1[C:13]1[O:3][C:4](=[O:5])[C:6]2[CH2:11][CH2:10][CH2:9][CH2:8][C:7]=2[N:12]=1)[C:23]1[CH:24]=[CH:25][CH:26]=[CH:27][CH:28]=1. (7) Given the reactants [CH3:1][C:2]1[CH:3]=[C:4]([NH:16][C:17]2[C:26]3[C:21](=[CH:22][CH:23]=[CH:24][C:25]=3[O:27][C@H:28]([CH3:32])[C:29](O)=[O:30])[N:20]=[CH:19][N:18]=2)[CH:5]=[CH:6][C:7]=1[O:8][C:9]1[CH:10]=[N:11][C:12]([CH3:15])=[CH:13][CH:14]=1.[CH3:33][O:34][CH2:35][CH2:36][NH:37][CH3:38], predict the reaction product. The product is: [CH3:33][O:34][CH2:35][CH2:36][N:37]([CH3:38])[C:29](=[O:30])[C@H:28]([O:27][C:25]1[CH:24]=[CH:23][CH:22]=[C:21]2[C:26]=1[C:17]([NH:16][C:4]1[CH:5]=[CH:6][C:7]([O:8][C:9]3[CH:10]=[N:11][C:12]([CH3:15])=[CH:13][CH:14]=3)=[C:2]([CH3:1])[CH:3]=1)=[N:18][CH:19]=[N:20]2)[CH3:32]. (8) The product is: [CH3:1][O:2][C:3]1[CH:4]=[CH:5][C:6]([C@@H:9]2[C@@H:14]([O:15][CH2:16][C:17]3[CH:18]=[CH:19][C:20]4[O:25][CH2:24][CH2:23][N:22]([CH2:26][CH2:27][CH2:28][O:29][CH3:30])[C:21]=4[CH:31]=3)[CH2:13][N:12]([S:32]([C:35]3[CH:36]=[CH:37][C:38]([CH3:41])=[CH:39][CH:40]=3)(=[O:34])=[O:33])[CH2:11][C@H:10]2[O:42][CH2:43][C:44]([N:49]2[CH2:50][CH2:51][O:52][CH2:53][C@@H:48]2[CH3:47])=[O:45])=[CH:7][CH:8]=1. Given the reactants [CH3:1][O:2][C:3]1[CH:8]=[CH:7][C:6]([C@@H:9]2[C@@H:14]([O:15][CH2:16][C:17]3[CH:18]=[CH:19][C:20]4[O:25][CH2:24][CH2:23][N:22]([CH2:26][CH2:27][CH2:28][O:29][CH3:30])[C:21]=4[CH:31]=3)[CH2:13][N:12]([S:32]([C:35]3[CH:40]=[CH:39][C:38]([CH3:41])=[CH:37][CH:36]=3)(=[O:34])=[O:33])[CH2:11][C@H:10]2[O:42][CH2:43][C:44](O)=[O:45])=[CH:5][CH:4]=1.[CH3:47][C@H:48]1[CH2:53][O:52][CH2:51][CH2:50][NH:49]1.C(N(CC)CC)C, predict the reaction product.